Predict which catalyst facilitates the given reaction. From a dataset of Catalyst prediction with 721,799 reactions and 888 catalyst types from USPTO. (1) Reactant: [CH:1](=O)[C:2]1[CH:7]=[CH:6][CH:5]=[CH:4][CH:3]=1.[NH2:9][C@H:10]([CH2:14][OH:15])[CH:11]([CH3:13])[CH3:12]. Product: [CH3:12][CH:11]([CH3:13])[C@H:10]([N:9]=[CH:1][C:2]1[CH:7]=[CH:6][CH:5]=[CH:4][CH:3]=1)[CH2:14][OH:15]. The catalyst class is: 11. (2) Reactant: Cl.O.[C:3]([O:7][C:8]1[CH:13]=[C:12]([CH:14]([CH3:16])[CH3:15])[CH:11]=[CH:10][C:9]=1[C:17]1([NH:31][C:32](=[O:35])[CH2:33][CH3:34])[C:25](=[O:26])[C:24]2[C:19](=[CH:20][CH:21]=[CH:22][C:23]=2[N+:27]([O-])=O)[C:18]1=[O:30])(=[O:6])[CH2:4][CH3:5]. Product: [C:3]([O:7][C:8]1[CH:13]=[C:12]([CH:14]([CH3:15])[CH3:16])[CH:11]=[CH:10][C:9]=1[C:17]1([NH:31][C:32](=[O:35])[CH2:33][CH3:34])[C:25](=[O:26])[C:24]2[C:19](=[CH:20][CH:21]=[CH:22][C:23]=2[NH2:27])[C:18]1=[O:30])(=[O:6])[CH2:4][CH3:5]. The catalyst class is: 186.